Dataset: Catalyst prediction with 721,799 reactions and 888 catalyst types from USPTO. Task: Predict which catalyst facilitates the given reaction. (1) Reactant: [Br:1][CH:2]([CH:5]=O)[CH:3]=O.[F:7][C:8]1[CH:26]=[CH:25][CH:24]=[CH:23][C:9]=1[CH2:10][N:11]1[C:15]2=[N:16][CH:17]=[CH:18][CH:19]=[C:14]2[C:13]([C:20](=[NH:22])[NH2:21])=[N:12]1. Product: [Br:1][C:2]1[CH:5]=[N:21][C:20]([C:13]2[C:14]3[C:15](=[N:16][CH:17]=[CH:18][CH:19]=3)[N:11]([CH2:10][C:9]3[CH:23]=[CH:24][CH:25]=[CH:26][C:8]=3[F:7])[N:12]=2)=[N:22][CH:3]=1. The catalyst class is: 15. (2) Reactant: [OH:1][CH:2]([CH:19]=[CH2:20])[CH:3]([C:11]([O:13][CH:14]([CH:17]=[CH2:18])[CH:15]=[CH2:16])=[O:12])[CH2:4][CH2:5][CH2:6][CH2:7][C:8]([OH:10])=[O:9].[CH3:21][Si](C=[N+]=[N-])(C)C. Product: [OH:1][CH:2]([CH:3]([CH2:4][CH2:5][CH2:6][CH2:7][C:8]([O:10][CH3:21])=[O:9])[C:11]([O:13][CH:14]([CH:17]=[CH2:18])[CH:15]=[CH2:16])=[O:12])[CH:19]=[CH2:20]. The catalyst class is: 5. (3) Reactant: [CH:1]([C:3]1[CH:4]=[CH:5][CH:6]=[C:7]2[C:11]=1[N:10]([C:12]([O:14][C:15]([CH3:18])([CH3:17])[CH3:16])=[O:13])[CH2:9][CH2:8]2)=[O:2].[BH4-].[Na+].[Cl-].[NH4+].C(OCC)(=O)C. Product: [OH:2][CH2:1][C:3]1[CH:4]=[CH:5][CH:6]=[C:7]2[C:11]=1[N:10]([C:12]([O:14][C:15]([CH3:18])([CH3:17])[CH3:16])=[O:13])[CH2:9][CH2:8]2. The catalyst class is: 234.